This data is from Forward reaction prediction with 1.9M reactions from USPTO patents (1976-2016). The task is: Predict the product of the given reaction. (1) Given the reactants Br[C:2]1[C:11]2[C:6](=[CH:7][C:8]([S:12]([N:15]([C:25]3[CH:29]=[CH:28][O:27][N:26]=3)[CH2:16][C:17]3[CH:22]=[CH:21][C:20]([O:23][CH3:24])=[CH:19][CH:18]=3)(=[O:14])=[O:13])=[CH:9][CH:10]=2)[C:5](=[O:30])[NH:4][CH:3]=1.[Cl:31][C:32]1[CH:33]=[C:34]([C:38]2[CH:43]=[C:42]([O:44][CH3:45])[C:41](B(O)O)=[CH:40][C:39]=2[F:49])[CH:35]=[CH:36][CH:37]=1.C(=O)([O-])[O-].[K+].[K+], predict the reaction product. The product is: [Cl:31][C:32]1[CH:33]=[C:34]([C:38]2[CH:43]=[C:42]([O:44][CH3:45])[C:41]([C:2]3[C:11]4[C:6](=[CH:7][C:8]([S:12]([N:15]([C:25]5[CH:29]=[CH:28][O:27][N:26]=5)[CH2:16][C:17]5[CH:22]=[CH:21][C:20]([O:23][CH3:24])=[CH:19][CH:18]=5)(=[O:14])=[O:13])=[CH:9][CH:10]=4)[C:5](=[O:30])[NH:4][CH:3]=3)=[CH:40][C:39]=2[F:49])[CH:35]=[CH:36][CH:37]=1. (2) Given the reactants C[O:2][C:3](=[O:33])[C@H:4]([CH2:29][CH2:30][S:31][CH3:32])[NH:5][C:6](=[O:28])[C:7]1[CH:12]=[CH:11][C:10]([CH:13]=[CH:14][C:15]2[CH:16]=[N:17][CH:18]=[CH:19][CH:20]=2)=[CH:9][C:8]=1[C:21]1[CH:26]=[CH:25][CH:24]=[CH:23][C:22]=1[CH3:27].[OH-].[Na+:35], predict the reaction product. The product is: [Na+:35].[N:17]1[CH:18]=[CH:19][CH:20]=[C:15]([CH:14]=[CH:13][C:10]2[CH:11]=[CH:12][C:7]([C:6]([NH:5][C@H:4]([C:3]([O-:33])=[O:2])[CH2:29][CH2:30][S:31][CH3:32])=[O:28])=[C:8]([C:21]3[CH:26]=[CH:25][CH:24]=[CH:23][C:22]=3[CH3:27])[CH:9]=2)[CH:16]=1. (3) Given the reactants [CH3:1][O:2][C:3]1[CH:40]=[CH:39][C:6]([CH2:7][N:8]([CH2:30][C:31]2[CH:36]=[CH:35][C:34]([O:37][CH3:38])=[CH:33][CH:32]=2)[C:9]2[N:14]=[C:13]([CH3:15])[N:12]=[C:11]([C:16]3[C:17]([NH:22][C:23]4[CH:24]=[CH:25][C:26]([NH2:29])=[N:27][CH:28]=4)=[N:18][CH:19]=[CH:20][CH:21]=3)[N:10]=2)=[CH:5][CH:4]=1.[C:41]1([N:47]=[C:48]=[O:49])[CH:46]=[CH:45][CH:44]=[CH:43][CH:42]=1, predict the reaction product. The product is: [CH3:1][O:2][C:3]1[CH:4]=[CH:5][C:6]([CH2:7][N:8]([CH2:30][C:31]2[CH:32]=[CH:33][C:34]([O:37][CH3:38])=[CH:35][CH:36]=2)[C:9]2[N:14]=[C:13]([CH3:15])[N:12]=[C:11]([C:16]3[C:17]([NH:22][C:23]4[CH:24]=[CH:25][C:26]([NH:29][C:48]([NH:47][C:41]5[CH:46]=[CH:45][CH:44]=[CH:43][CH:42]=5)=[O:49])=[N:27][CH:28]=4)=[N:18][CH:19]=[CH:20][CH:21]=3)[N:10]=2)=[CH:39][CH:40]=1. (4) Given the reactants [CH3:1][C:2]1[C:16](=[O:17])[N:15]=[C:14]2[N:4]([C@@H:5]3[O:9][C@H:8]([CH2:10][OH:11])[C@@H:7]([OH:12])[C@@H:6]3[O:13]2)[CH:3]=1.B(OC)(OC)[O:19][CH3:20].B.[H][H], predict the reaction product. The product is: [CH3:20][O:19][C@@H:6]1[C@H:7]([OH:12])[C@@H:8]([CH2:10][OH:11])[O:9][C@H:5]1[N:4]1[CH:3]=[C:2]([CH3:1])[C:16](=[O:17])[NH:15][C:14]1=[O:13]. (5) The product is: [F:1][C:2]1[C:3]([CH2:23][NH2:24])=[N:4][CH:5]=[C:6]([C:8]2[CH:13]=[CH:12][N:11]=[C:10]3[NH:14][C:15]([C:17]4[CH:18]=[N:19][N:20]([CH3:22])[CH:21]=4)=[N:16][C:9]=23)[CH:7]=1. Given the reactants [F:1][C:2]1[C:3]([C:23]#[N:24])=[N:4][CH:5]=[C:6]([C:8]2[CH:13]=[CH:12][N:11]=[C:10]3[NH:14][C:15]([C:17]4[CH:18]=[N:19][N:20]([CH3:22])[CH:21]=4)=[N:16][C:9]=23)[CH:7]=1.[H][H], predict the reaction product. (6) Given the reactants [Br:1][C:2]1[CH:3]=[CH:4][C:5]([CH3:9])=[C:6]([CH:8]=1)[NH2:7].C(=O)([O-])[O-].[K+].[K+].Cl[CH2:17][C:18](Cl)=[O:19].[CH2:21]([CH2:23][NH2:24])[OH:22], predict the reaction product. The product is: [Br:1][C:2]1[CH:3]=[CH:4][C:5]([CH3:9])=[C:6]([NH:7][C:18](=[O:19])[CH2:17][NH:24][CH2:23][CH2:21][OH:22])[CH:8]=1. (7) Given the reactants [N+:1]([C:4]1[C:5]2[C:9]([CH:10]=[C:11]([C:13]3[CH:18]=[CH:17][CH:16]=[C:15]([O:19][CH:20]4[CH2:25][CH2:24][CH2:23][CH2:22][O:21]4)[CH:14]=3)[CH:12]=1)=[N:8][N:7]([CH:26]1[CH2:31][CH2:30][CH2:29][CH2:28][O:27]1)[CH:6]=2)([O-])=O, predict the reaction product. The product is: [O:27]1[CH2:28][CH2:29][CH2:30][CH2:31][CH:26]1[N:7]1[CH:6]=[C:5]2[C:9]([CH:10]=[C:11]([C:13]3[CH:18]=[CH:17][CH:16]=[C:15]([O:19][CH:20]4[CH2:25][CH2:24][CH2:23][CH2:22][O:21]4)[CH:14]=3)[CH:12]=[C:4]2[NH2:1])=[N:8]1.